This data is from Catalyst prediction with 721,799 reactions and 888 catalyst types from USPTO. The task is: Predict which catalyst facilitates the given reaction. (1) Reactant: [O:1]1[C@H:5]2[O:6][CH2:7][CH2:8][C@H:4]2[C@@H:3]([O:9][C:10](=[O:12])O)[CH2:2]1.CN1C(=O)CCC1=O.[NH2:21][C:22]1[CH:27]=[CH:26][C:25]([S:28]([N:31]([CH2:36][CH:37]([OH:47])[CH:38]([NH2:46])[CH2:39][C:40]2[CH:45]=[CH:44][CH:43]=[CH:42][CH:41]=2)[CH2:32][CH:33]([CH3:35])[CH3:34])(=[O:30])=[O:29])=[CH:24][CH:23]=1.C(N(CC)CC)C. Product: [CH3:35][CH:33]([CH2:32][N:31]([S:28]([C:25]1[CH:24]=[CH:23][C:22]([NH2:21])=[CH:27][CH:26]=1)(=[O:30])=[O:29])[CH2:36][C@@H:37]([OH:47])[C@@H:38]([NH:46][C:10]([O:9][C@@H:3]1[C@@H:4]2[CH2:8][CH2:7][O:6][C@@H:5]2[O:1][CH2:2]1)=[O:12])[CH2:39][C:40]1[CH:41]=[CH:42][CH:43]=[CH:44][CH:45]=1)[CH3:34]. The catalyst class is: 4. (2) Reactant: Cl.[Br:2][C:3]1[CH:4]=[C:5]([CH:9]=[C:10]([NH:12]N)[CH:11]=1)[C:6]([OH:8])=[O:7].O=[C:15]1[CH2:20][CH2:19][CH:18]([C:21]([O:23][CH2:24][CH3:25])=[O:22])[CH2:17][CH2:16]1. Product: [Br:2][C:3]1[CH:4]=[C:5]([C:6]([OH:8])=[O:7])[C:9]2[C:16]3[CH2:17][CH:18]([C:21]([O:23][CH2:24][CH3:25])=[O:22])[CH2:19][CH2:20][C:15]=3[NH:12][C:10]=2[CH:11]=1. The catalyst class is: 52. (3) Reactant: [NH2:1][C:2]1[CH:10]=[CH:9][C:8]([Cl:11])=[CH:7][C:3]=1[C:4]([OH:6])=[O:5].CN(C)C=O.[I:17]N1C(=O)CCC1=O. Product: [NH2:1][C:2]1[C:10]([I:17])=[CH:9][C:8]([Cl:11])=[CH:7][C:3]=1[C:4]([OH:6])=[O:5]. The catalyst class is: 6. (4) Product: [CH:15]1([O:14][CH:11]2[CH2:12][CH2:13][N:8]([C:5]3[N:4]=[CH:3][C:2]([C:32]4[CH:33]=[CH:34][C:29]([C:27]#[N:28])=[CH:30][CH:31]=4)=[CH:7][N:6]=3)[CH2:9][CH2:10]2)[CH2:20][CH2:19][CH2:18][CH2:17][CH2:16]1. The catalyst class is: 103. Reactant: Br[C:2]1[CH:3]=[N:4][C:5]([N:8]2[CH2:13][CH2:12][CH:11]([O:14][CH:15]3[CH2:20][CH2:19][CH2:18][CH2:17][CH2:16]3)[CH2:10][CH2:9]2)=[N:6][CH:7]=1.COCCOC.[C:27]([C:29]1[CH:34]=[CH:33][C:32](B(O)O)=[CH:31][CH:30]=1)#[N:28].C(=O)([O-])[O-].[Na+].[Na+]. (5) Reactant: C(OC([N:8]1[CH2:12][C@@H:11]([CH2:13][N:14]([CH:31]([CH3:33])[CH3:32])[C:15](=[O:30])[C:16]2[CH:21]=[CH:20][C:19]([O:22][CH3:23])=[C:18]([O:24][CH2:25][CH2:26][CH2:27][O:28][CH3:29])[CH:17]=2)[C@H:10]([OH:34])[CH2:9]1)=O)(C)(C)C.[N:35]([CH2:38][C:39]1[CH:44]=[CH:43][C:42]([O:45][CH3:46])=[CH:41][CH:40]=1)=[C:36]=[O:37].CC#N.O.CC#N. Product: [CH:31]([N:14]([CH2:13][C@@H:11]1[CH2:12][NH:8][CH2:9][C@H:10]1[O:34][C:36](=[O:37])[NH:35][CH2:38][C:39]1[CH:44]=[CH:43][C:42]([O:45][CH3:46])=[CH:41][CH:40]=1)[C:15](=[O:30])[C:16]1[CH:21]=[CH:20][C:19]([O:22][CH3:23])=[C:18]([O:24][CH2:25][CH2:26][CH2:27][O:28][CH3:29])[CH:17]=1)([CH3:32])[CH3:33]. The catalyst class is: 6. (6) Reactant: [C:1]([O:5][C:6]([N:8]1[CH:12]=[CH:11][CH:10]=[C:9]1[C:13]1[CH:14]=[C:15]2[C:19](=[CH:20][CH:21]=1)[NH:18][C:17](=[O:22])[C:16]2([CH3:24])[CH3:23])=[O:7])([CH3:4])([CH3:3])[CH3:2].ClS([N:29]=[C:30]=O)(=O)=O.CN(C=O)C.O. Product: [C:1]([O:5][C:6]([N:8]1[CH:12]=[CH:11][CH2:10][C:9]1([C:13]1[CH:14]=[C:15]2[C:19](=[CH:20][CH:21]=1)[NH:18][C:17](=[O:22])[C:16]2([CH3:24])[CH3:23])[C:30]#[N:29])=[O:7])([CH3:4])([CH3:2])[CH3:3]. The catalyst class is: 1.